From a dataset of Forward reaction prediction with 1.9M reactions from USPTO patents (1976-2016). Predict the product of the given reaction. (1) Given the reactants ClC(Cl)(Cl)[C:3]([C:5]1[N:14]2[C:8]([CH2:9][N:10]([C:19]([C:21]3[CH:26]=[CH:25][C:24]([C:27]4[C:32]([CH3:33])=[CH:31][CH:30]=[CH:29][C:28]=4[CH3:34])=[C:23]([CH3:35])[CH:22]=3)=[O:20])[C:11]3[CH:18]=[CH:17][CH:16]=[CH:15][C:12]=3[CH2:13]2)=[CH:7][CH:6]=1)=[O:4].[CH3:38][N:39]1[CH:43]=[CH:42][CH:41]=[C:40]1[CH2:44][NH2:45].CS(C)=O.C(N(CC)CC)C, predict the reaction product. The product is: [CH3:38][N:39]1[CH:43]=[CH:42][CH:41]=[C:40]1[CH2:44][NH:45][C:3]([C:5]1[N:14]2[C:8]([CH2:9][N:10]([C:19]([C:21]3[CH:26]=[CH:25][C:24]([C:27]4[C:28]([CH3:34])=[CH:29][CH:30]=[CH:31][C:32]=4[CH3:33])=[C:23]([CH3:35])[CH:22]=3)=[O:20])[C:11]3[CH:18]=[CH:17][CH:16]=[CH:15][C:12]=3[CH2:13]2)=[CH:7][CH:6]=1)=[O:4]. (2) The product is: [CH:12]([C:11]1[C:2]([NH:16][CH2:17][CH2:18][NH:19][C:20](=[O:22])[CH3:21])=[N:3][C:4]2[C:9]([CH:10]=1)=[CH:8][C:7]([O:14][CH3:15])=[CH:6][CH:5]=2)=[O:13]. Given the reactants Cl[C:2]1[C:11]([CH:12]=[O:13])=[CH:10][C:9]2[C:4](=[CH:5][CH:6]=[C:7]([O:14][CH3:15])[CH:8]=2)[N:3]=1.[NH2:16][CH2:17][CH2:18][NH:19][C:20](=[O:22])[CH3:21], predict the reaction product. (3) Given the reactants Cl[C:2]1[CH:7]=[CH:6][N:5]=[C:4]([C:8]2[CH:13]=[CH:12][C:11]([NH:14][C:15]([NH:17][C:18]3[CH:23]=[CH:22][C:21]([O:24][CH3:25])=[CH:20][C:19]=3[O:26][CH3:27])=O)=[CH:10][CH:9]=2)[C:3]=1[C:28]#[N:29].[OH2:30].[NH2:31][NH2:32].FC(F)(F)C(O)=O, predict the reaction product. The product is: [NH2:29][C:28]1[C:3]2[C:4]([C:8]3[CH:13]=[CH:12][C:11]([NH:14][C:15]([NH:17][C:18]4[CH:23]=[CH:22][C:21]([O:24][CH3:25])=[CH:20][C:19]=4[O:26][CH3:27])=[O:30])=[CH:10][CH:9]=3)=[N:5][CH:6]=[CH:7][C:2]=2[NH:32][N:31]=1.